This data is from Reaction yield outcomes from USPTO patents with 853,638 reactions. The task is: Predict the reaction yield, written as a fraction of the theoretical maximum amount of product (1.0 means a 100% yield; for example, 0.34 means a 34% yield). (1) The reactants are [CH:1]([N:4]([CH:7]([CH3:9])[CH3:8])[CH2:5][CH3:6])([CH3:3])C.O[N:11]1[C:15]2C=CC=CC=2N=N1.Cl.C(N=C=N[CH2:26][CH2:27][CH2:28][N:29]([CH3:31])[CH3:30])C.BrC1C=C2C(=[CH:41][CH:42]=1)CNCC2.C(=O)([O-])[O-:44].[Cs+].[Cs+].CN1CCNCC1.BrC1C=C2C(=CC=1)CN(C(=O)[CH2:68][O:69][CH2:70][CH:71]1[CH2:76][CH2:75][CH2:74][CH2:73][N:72]1[S:77]([C:80]1[C:85]([CH3:86])=[CH:84][C:83]([O:87][CH3:88])=[CH:82][C:81]=1[CH3:89])(=[O:79])=[O:78])CC2.CC1(C)C2C(=C(P(C3C=CC=CC=3)C3C=CC=CC=3)C=CC=2)OC2C(P(C3C=CC=CC=3)C3C=CC=CC=3)=CC=CC1=2. The catalyst is ClCCl.O1CCOCC1.[Pd].C1C=CC(/C=C/C(/C=C/C2C=CC=CC=2)=O)=CC=1.C1C=CC(/C=C/C(/C=C/C2C=CC=CC=2)=O)=CC=1.C1C=CC(/C=C/C(/C=C/C2C=CC=CC=2)=O)=CC=1.[Pd].[Pd]. The product is [CH3:88][O:87][C:83]1[CH:82]=[C:81]([CH3:89])[C:80]([S:77]([N:72]2[CH2:73][CH2:74][CH2:75][CH2:76][CH:71]2[CH2:70][O:69][CH2:68][C:31]([N:29]2[CH2:28][CH2:27][C:26]3[C:41](=[CH:42][CH:8]=[C:7]([N:4]4[CH2:5][CH2:6][N:11]([CH3:15])[CH2:3][CH2:1]4)[CH:9]=3)[CH2:30]2)=[O:44])(=[O:79])=[O:78])=[C:85]([CH3:86])[CH:84]=1. The yield is 0.800. (2) The reactants are S(Cl)(Cl)=O.[Br:5][C:6]1[CH:11]=[CH:10][C:9]([CH2:12][C:13]([OH:15])=[O:14])=[CH:8][CH:7]=1.[CH3:16]O. No catalyst specified. The product is [Br:5][C:6]1[CH:7]=[CH:8][C:9]([CH2:12][C:13]([O:15][CH3:16])=[O:14])=[CH:10][CH:11]=1. The yield is 1.00. (3) The reactants are [CH3:1][O:2][C:3](=[O:22])[CH2:4][C:5]1([CH2:11][NH:12][C:13](=[O:21])[C:14]2[CH:19]=[CH:18][CH:17]=[CH:16][C:15]=2[NH2:20])[CH2:10][CH2:9][CH2:8][CH2:7][CH2:6]1.[C:23](N1C=CN=C1)(N1C=CN=C1)=[O:24].N12CCCN=C1CCCCC2. The catalyst is C1COCC1.CCOC(C)=O. The product is [CH3:1][O:2][C:3](=[O:22])[CH2:4][C:5]1([CH2:11][N:12]2[C:13](=[O:21])[C:14]3[C:15](=[CH:16][CH:17]=[CH:18][CH:19]=3)[NH:20][C:23]2=[O:24])[CH2:6][CH2:7][CH2:8][CH2:9][CH2:10]1. The yield is 0.990. (4) The product is [Si:1]([O:8][CH2:9][C:10]1[N:11]=[CH:12][C:13]([NH2:16])=[CH:14][CH:15]=1)([C:4]([CH3:7])([CH3:6])[CH3:5])([CH3:3])[CH3:2]. The catalyst is CO.[Pd]. The reactants are [Si:1]([O:8][CH2:9][C:10]1[CH:15]=[CH:14][C:13]([N+:16]([O-])=O)=[CH:12][N:11]=1)([C:4]([CH3:7])([CH3:6])[CH3:5])([CH3:3])[CH3:2]. The yield is 0.760. (5) The reactants are N#N.[CH2:3]([N:10]1[CH2:15][CH2:14][CH:13]([C:16]2[CH:21]=[CH:20][C:19](Br)=[CH:18][CH:17]=2)[CH2:12][CH2:11]1)[C:4]1[CH:9]=[CH:8][CH:7]=[CH:6][CH:5]=1.C([Li])CCC.[CH3:28][C:29]1[NH:30][C:31]([CH3:40])=[CH:32][C:33]=1[C:34]1[CH:39]=[CH:38][CH:37]=[CH:36][N:35]=1. The catalyst is CCCCCC.CCOCC. The product is [CH2:3]([N:10]1[CH2:15][CH2:14][CH:13]([C:16]2[CH:21]=[CH:20][C:19]([C:36]3[N:35]=[C:34]([C:33]4[CH:32]=[C:31]([CH3:40])[NH:30][C:29]=4[CH3:28])[CH:39]=[CH:38][CH:37]=3)=[CH:18][CH:17]=2)[CH2:12][CH2:11]1)[C:4]1[CH:9]=[CH:8][CH:7]=[CH:6][CH:5]=1. The yield is 0.320.